Dataset: Full USPTO retrosynthesis dataset with 1.9M reactions from patents (1976-2016). Task: Predict the reactants needed to synthesize the given product. Given the product [F:33][C:34]([F:39])([F:38])[C:35]([OH:37])=[O:36].[F:1][C:2]1[CH:3]=[CH:4][C:5]([N:8]2[C:12]3[N:13]=[CH:14][N:15]([CH2:18][C:19]4([OH:32])[CH2:24][CH2:23][NH:22][CH2:21][CH2:20]4)[C:16](=[O:17])[C:11]=3[CH:10]=[N:9]2)=[CH:6][CH:7]=1, predict the reactants needed to synthesize it. The reactants are: [F:1][C:2]1[CH:7]=[CH:6][C:5]([N:8]2[C:12]3[N:13]=[CH:14][N:15]([CH2:18][C:19]4([OH:32])[CH2:24][CH2:23][N:22](C(OC(C)(C)C)=O)[CH2:21][CH2:20]4)[C:16](=[O:17])[C:11]=3[CH:10]=[N:9]2)=[CH:4][CH:3]=1.[F:33][C:34]([F:39])([F:38])[C:35]([OH:37])=[O:36].